The task is: Predict the reactants needed to synthesize the given product.. This data is from Full USPTO retrosynthesis dataset with 1.9M reactions from patents (1976-2016). (1) Given the product [O:12]=[C:13]1[CH2:17][CH2:16][CH2:15][N:14]1[CH2:18][C:19]#[N:21], predict the reactants needed to synthesize it. The reactants are: CN(C)C=O.C(Cl)(=O)C(Cl)=O.[O:12]=[C:13]1[CH2:17][CH2:16][CH2:15][N:14]1[CH2:18][C:19]([NH2:21])=O.N1C=CC=CC=1. (2) Given the product [CH3:8][O:7][C:5](=[O:6])[C:4]1[CH:9]=[CH:10][C:11]([I:12])=[C:2]([NH:1][C:13](=[O:17])[C:14]([CH3:16])=[CH2:15])[CH:3]=1, predict the reactants needed to synthesize it. The reactants are: [NH2:1][C:2]1[CH:3]=[C:4]([CH:9]=[CH:10][C:11]=1[I:12])[C:5]([O:7][CH3:8])=[O:6].[C:13](O)(=[O:17])[C:14]([CH3:16])=[CH2:15].F[P-](F)(F)(F)(F)F.N1(OC(N(C)C)=[N+](C)C)C2N=CC=CC=2N=N1.C(N(CC)C(C)C)(C)C.Cl. (3) Given the product [CH2:29]([N:28]([CH2:2][C:3]1[N:12]=[C:11]([NH:13][C@@H:14]([CH:18]([CH3:20])[CH3:19])[C:15]([NH2:17])=[O:16])[C:10]2[C:5](=[CH:6][CH:7]=[CH:8][CH:9]=2)[N:4]=1)[CH2:21][C:22]1[CH:27]=[CH:26][CH:25]=[CH:24][CH:23]=1)[C:30]1[CH:35]=[CH:34][CH:33]=[CH:32][CH:31]=1, predict the reactants needed to synthesize it. The reactants are: Cl[CH2:2][C:3]1[N:12]=[C:11]([NH:13][C@@H:14]([CH:18]([CH3:20])[CH3:19])[C:15]([NH2:17])=[O:16])[C:10]2[C:5](=[CH:6][CH:7]=[CH:8][CH:9]=2)[N:4]=1.[CH2:21]([NH:28][CH2:29][C:30]1[CH:35]=[CH:34][CH:33]=[CH:32][CH:31]=1)[C:22]1[CH:27]=[CH:26][CH:25]=[CH:24][CH:23]=1.C(=O)([O-])[O-].[K+].[K+]. (4) Given the product [C:17]1([C:26]2[CH:27]=[CH:28][CH:29]=[CH:30][CH:31]=2)[CH:22]=[CH:21][CH:20]=[CH:19][C:18]=1[C:2]1[CH:3]=[C:4]2[C:12](=[CH:13][CH:14]=1)[C:7]1=[N:8][CH:9]=[CH:10][CH:11]=[C:6]1[C:5]2([CH3:16])[CH3:15], predict the reactants needed to synthesize it. The reactants are: Br[C:2]1[CH:3]=[C:4]2[C:12](=[CH:13][CH:14]=1)[C:7]1=[N:8][CH:9]=[CH:10][CH:11]=[C:6]1[C:5]2([CH3:16])[CH3:15].[C:17]1([C:26]2[CH:31]=[CH:30][CH:29]=[CH:28][CH:27]=2)[CH:22]=[CH:21][CH:20]=[CH:19][C:18]=1B(O)O.C([O-])([O-])=O.[Na+].[Na+].CCO. (5) Given the product [Cl:16][C:13]1[CH:14]=[CH:15][C:6]([O:5][CH2:4][C:3]([OH:32])=[O:2])=[C:7]2[C:12]=1[N:11]=[C:10]([O:17][CH3:18])[C:9]([CH2:19][C:20]1[CH:21]=[CH:22][C:23]([N:26]3[CH:30]=[CH:29][CH:28]=[N:27]3)=[CH:24][CH:25]=1)=[C:8]2[CH3:31], predict the reactants needed to synthesize it. The reactants are: C[O:2][C:3](=[O:32])[CH2:4][O:5][C:6]1[CH:15]=[CH:14][C:13]([Cl:16])=[C:12]2[C:7]=1[C:8]([CH3:31])=[C:9]([CH2:19][C:20]1[CH:25]=[CH:24][C:23]([N:26]3[CH:30]=[CH:29][CH:28]=[N:27]3)=[CH:22][CH:21]=1)[C:10]([O:17][CH3:18])=[N:11]2.[OH-].[Na+].C(O)(=O)C. (6) The reactants are: [OH-:1].[K+].C([CH2:5][CH2:6][C:7]1[N:8]=[C:9]([C:13]2[CH:18]=[CH:17][CH:16]=[CH:15][CH:14]=2)[O:10][C:11]=1[CH3:12])#N.C(O)C.[OH2:22]. Given the product [CH3:12][C:11]1[O:10][C:9]([C:13]2[CH:18]=[CH:17][CH:16]=[CH:15][CH:14]=2)=[N:8][C:7]=1[CH2:6][C:5]([OH:22])=[O:1], predict the reactants needed to synthesize it. (7) Given the product [F:18][C:15]1[CH:16]=[CH:17][C:12]([CH:8]([C:5]2[CH:4]=[CH:3][C:2]([F:1])=[CH:7][CH:6]=2)[C:9]([NH:19][CH2:20][CH2:21][CH2:22][N:23]2[CH2:28][CH2:27][CH:26]([C:29]3[CH:30]=[C:31]([NH:36][C:37](=[O:41])[CH:38]([CH3:39])[CH3:40])[CH:32]=[CH:33][C:34]=3[CH3:35])[CH2:25][CH2:24]2)=[O:11])=[CH:13][CH:14]=1, predict the reactants needed to synthesize it. The reactants are: [F:1][C:2]1[CH:7]=[CH:6][C:5]([CH:8]([C:12]2[CH:17]=[CH:16][C:15]([F:18])=[CH:14][CH:13]=2)[C:9]([OH:11])=O)=[CH:4][CH:3]=1.[NH2:19][CH2:20][CH2:21][CH2:22][N:23]1[CH2:28][CH2:27][CH:26]([C:29]2[CH:30]=[C:31]([NH:36][C:37](=[O:41])[CH:38]([CH3:40])[CH3:39])[CH:32]=[CH:33][C:34]=2[CH3:35])[CH2:25][CH2:24]1. (8) Given the product [N:1]1[CH:6]=[CH:5][CH:4]=[CH:3][C:2]=1[C:7]1[S:9][C:17]([CH:18]=[O:19])=[CH:20][N:8]=1, predict the reactants needed to synthesize it. The reactants are: [N:1]1[CH:6]=[CH:5][CH:4]=[CH:3][C:2]=1[C:7](=[S:9])[NH2:8].N1C=CC=CC=1.Br[CH:17]([CH:20]=O)[CH:18]=[O:19]. (9) Given the product [O:7]1[CH2:8][CH2:9][O:10][CH:6]1[C:3]1[CH:4]=[CH:5][S:1][CH:2]=1, predict the reactants needed to synthesize it. The reactants are: [S:1]1[CH:5]=[CH:4][C:3]([CH:6]=[O:7])=[CH:2]1.[CH2:8](O)[CH2:9][OH:10].CC1C=CC(S([O-])(=O)=O)=CC=1.C1C=C[NH+]=CC=1. (10) Given the product [NH2:1][C:2]1[C:11]([CH3:12])=[CH:10][C:9]([C:27]#[N:28])=[CH:8][C:3]=1[C:4]([NH:6][CH3:7])=[O:5], predict the reactants needed to synthesize it. The reactants are: [NH2:1][C:2]1[C:11]([CH3:12])=[CH:10][C:9](Br)=[CH:8][C:3]=1[C:4]([NH:6][CH3:7])=[O:5].C1(C)C=C(C)C=C(C)C=1.[C-]#N.[Na+].[Cu][C:27]#[N:28].[I-].[Na+].C(N1C=CN=C1)CCC.